Predict the reactants needed to synthesize the given product. From a dataset of Full USPTO retrosynthesis dataset with 1.9M reactions from patents (1976-2016). (1) Given the product [C:1]([CH:6]([CH2:14][CH:13]=[CH2:12])[C:7]([O:9][CH2:10][CH3:11])=[O:8])(=[O:5])[CH:2]([CH3:4])[CH3:3], predict the reactants needed to synthesize it. The reactants are: [C:1]([CH2:6][C:7]([O:9][CH2:10][CH3:11])=[O:8])(=[O:5])[CH:2]([CH3:4])[CH3:3].[CH2:12]([Si](C)(C)C)[CH:13]=[CH2:14].S([O-])([O-])(=O)=O.[NH4+].[NH4+]. (2) The reactants are: [OH:1][C@@H:2]([C@H:4]1[C:24](=[O:25])[N:6]2[C:7]([C:21]([O-:23])=[O:22])=[C:8]([S:11]/[CH:12]=[CH:13]\[C:14]3[S:18][CH:17]=[N:16][C:15]=3[CH2:19][OH:20])[C@H:9]([CH3:10])[C@H:5]12)[CH3:3].[Na+].[CH2:27]([O:32][C:33]([O:35][CH:36](I)[CH3:37])=[O:34])[C:28]([CH3:31])([CH3:30])[CH3:29]. Given the product [OH:1][C@@H:2]([C@H:4]1[C:24](=[O:25])[N:6]2[C:7]([C:21]([O:23][CH:36]([O:35][C:33]([O:32][CH2:27][C:28]([CH3:29])([CH3:31])[CH3:30])=[O:34])[CH3:37])=[O:22])=[C:8]([S:11]/[CH:12]=[CH:13]\[C:14]3[S:18][CH:17]=[N:16][C:15]=3[CH2:19][OH:20])[C@H:9]([CH3:10])[C@H:5]12)[CH3:3], predict the reactants needed to synthesize it. (3) The reactants are: [I:1][C:2]1[CH:6]=[CH:5][NH:4][N:3]=1.[H-].[Na+].[C:9]([O:15][CH2:16]Cl)(=[O:14])[C:10]([CH3:13])([CH3:12])[CH3:11]. Given the product [C:9]([O:15][CH2:16][N:4]1[CH:5]=[CH:6][C:2]([I:1])=[N:3]1)(=[O:14])[C:10]([CH3:13])([CH3:12])[CH3:11], predict the reactants needed to synthesize it. (4) Given the product [CH3:33][C:29]1([CH3:32])[CH2:28][O:27][C:26]([CH2:25][S:24][C@H:9]2[C:10](=[O:23])[N:1]([C:2]3[CH:7]=[CH:6][CH:5]=[CH:4][CH:3]=3)[C@@H:8]2[C:40]2[CH:41]=[CH:42][C:43]([O:44][CH2:45][C:46]([O:48][CH2:49][CH3:50])=[O:47])=[CH:51][CH:52]=2)([C:34]2[CH:39]=[CH:38][CH:37]=[CH:36][CH:35]=2)[O:31][CH2:30]1, predict the reactants needed to synthesize it. The reactants are: [NH:1]([C@@H:8]([C:40]1[CH:52]=[CH:51][C:43]([O:44][CH2:45][C:46]([O:48][CH2:49][CH3:50])=[O:47])=[CH:42][CH:41]=1)[C@@H:9]([S:24][CH2:25][C:26]1([C:34]2[CH:39]=[CH:38][CH:37]=[CH:36][CH:35]=2)[O:31][CH2:30][C:29]([CH3:33])([CH3:32])[CH2:28][O:27]1)[C:10](=[O:23])N1[C@@H](C2C=CC=CC=2)COC1=O)[C:2]1[CH:7]=[CH:6][CH:5]=[CH:4][CH:3]=1.C/C(/O[Si](C)(C)C)=N\[Si](C)(C)C.[F-].C([N+](CCCC)(CCCC)CCCC)CCC. (5) Given the product [CH:2]1([CH2:7][CH:8]([C:17]2[NH:22][C:21](=[O:23])[C:20]([CH3:25])=[CH:19][CH:18]=2)[C:9]2[CH:14]=[CH:13][C:12]([S:15][CH3:16])=[CH:11][CH:10]=2)[CH2:6][CH2:5][CH2:4][CH2:3]1, predict the reactants needed to synthesize it. The reactants are: Br.[CH:2]1([CH2:7][CH:8]([C:17]2[N:22]=[C:21]([O:23]C)[C:20]([CH3:25])=[CH:19][CH:18]=2)[C:9]2[CH:14]=[CH:13][C:12]([S:15][CH3:16])=[CH:11][CH:10]=2)[CH2:6][CH2:5][CH2:4][CH2:3]1.C(=O)(O)[O-].[Na+]. (6) Given the product [Cl:19][C:16]1[CH:17]=[CH:18][C:13]2[CH2:12][N:10]([CH3:11])[CH2:9][CH:8]([C:5]3[CH:6]=[CH:7][C:2]([Cl:1])=[CH:3][CH:4]=3)[O:21][C:14]=2[N:15]=1, predict the reactants needed to synthesize it. The reactants are: [Cl:1][C:2]1[CH:7]=[CH:6][C:5]([CH:8]([OH:21])[CH2:9][N:10]([CH2:12][C:13]2[C:14](Cl)=[N:15][C:16]([Cl:19])=[CH:17][CH:18]=2)[CH3:11])=[CH:4][CH:3]=1.[H-].[Na+].O.C(Cl)Cl. (7) Given the product [Cl:10][C:11]1[CH:16]=[CH:15][C:14]([O:20][CH3:21])=[C:13]([C:2]2[CH:9]=[CH:8][CH:7]=[C:4]([C:5]#[N:6])[CH:3]=2)[CH:12]=1, predict the reactants needed to synthesize it. The reactants are: I[C:2]1[CH:3]=[C:4]([CH:7]=[CH:8][CH:9]=1)[C:5]#[N:6].[Cl:10][C:11]1[CH:12]=[CH:13][C:14]([O:20][CH3:21])=[C:15](B(O)O)[CH:16]=1. (8) Given the product [CH3:1][O:2][CH2:3][CH2:4][CH2:5][N:6]1[CH2:11][CH2:10][N:9]2[N:12]=[C:13]([NH2:15])[CH:14]=[C:8]2[CH2:7]1, predict the reactants needed to synthesize it. The reactants are: [CH3:1][O:2][CH2:3][CH2:4][CH2:5][N:6]1[CH2:11][CH2:10][N:9]2[N:12]=[C:13]([N+:15]([O-])=O)[CH:14]=[C:8]2[CH2:7]1.[H][H]. (9) Given the product [F:42][C:39]1[CH:37]=[C:17]([F:20])[CH:16]=[CH:15][C:14]=1[C:11]1[CH:12]=[CH:13][C:8]2[N:7]=[C:25]([C:27]3[CH:28]=[C:29]([CH:30]=[CH:31][CH:32]=3)[C:33]#[N:34])[CH2:24][C:23](=[O:35])[NH:22][C:9]=2[CH:10]=1, predict the reactants needed to synthesize it. The reactants are: C(OC(=O)[NH:7][C:8]1[CH:13]=[CH:12][C:11]([C:14]2C=C[C:17]([F:20])=[CH:16][C:15]=2F)=[CH:10][C:9]=1[NH:22][C:23](=[O:35])[CH2:24][C:25]([C:27]1[CH:32]=[CH:31][CH:30]=[C:29]([C:33]#[N:34])[CH:28]=1)=O)(C)(C)C.[C:37](O)([C:39]([F:42])(F)F)=O.